Dataset: Forward reaction prediction with 1.9M reactions from USPTO patents (1976-2016). Task: Predict the product of the given reaction. (1) Given the reactants F[C:2]1[CH:9]=[CH:8][C:5]([C:6]#[N:7])=[C:4]([C:10]([F:13])([F:12])[F:11])[CH:3]=1.[NH2:14][C@H:15]([CH2:18][CH2:19][CH3:20])[CH2:16][OH:17].CCN(C(C)C)C(C)C, predict the reaction product. The product is: [OH:17][CH2:16][C@H:15]([NH:14][C:2]1[CH:9]=[CH:8][C:5]([C:6]#[N:7])=[C:4]([C:10]([F:13])([F:12])[F:11])[CH:3]=1)[CH2:18][CH2:19][CH3:20]. (2) The product is: [CH3:52][C:39]1[CH:38]=[C:37]([O:36][CH2:35][CH2:34][CH2:33][S:30]([CH3:29])(=[O:31])=[O:32])[CH:42]=[CH:41][C:40]=1[C:2]1[C:3]2[CH:10]=[C:9]([O:11][CH2:12][C:13]3[CH:18]=[CH:17][C:16]([C@@H:19]([C:26]#[C:27][CH3:28])[CH2:20][C:21]([O:23][CH2:24][CH3:25])=[O:22])=[CH:15][CH:14]=3)[CH:8]=[CH:7][C:4]=2[S:5][CH:6]=1. Given the reactants Br[C:2]1[C:3]2[CH:10]=[C:9]([O:11][CH2:12][C:13]3[CH:18]=[CH:17][C:16]([C@@H:19]([C:26]#[C:27][CH3:28])[CH2:20][C:21]([O:23][CH2:24][CH3:25])=[O:22])=[CH:15][CH:14]=3)[CH:8]=[CH:7][C:4]=2[S:5][CH:6]=1.[CH3:29][S:30]([CH2:33][CH2:34][CH2:35][O:36][C:37]1[CH:42]=[CH:41][C:40](B2OC(C)(C)C(C)(C)O2)=[C:39]([CH3:52])[CH:38]=1)(=[O:32])=[O:31].C([O-])([O-])=O.[Cs+].[Cs+], predict the reaction product. (3) Given the reactants [C:1](=[O:12])(OC(Cl)(Cl)Cl)OC(Cl)(Cl)[Cl:4].Cl.Cl.[CH:15]1([N:19]2[CH2:25][CH2:24][C:23]3[CH:26]=[C:27]([CH2:30][NH2:31])[CH:28]=[CH:29][C:22]=3[CH2:21][CH2:20]2)[CH2:18][CH2:17][CH2:16]1.C1CCN2C(=NCCC2)CC1.Cl.[F:44][C:45]1([F:50])[CH2:49][CH2:48][NH:47][CH2:46]1.Cl, predict the reaction product. The product is: [ClH:4].[CH:15]1([N:19]2[CH2:25][CH2:24][C:23]3[CH:26]=[C:27]([CH2:30][NH:31][C:1]([N:47]4[CH2:48][CH2:49][C:45]([F:50])([F:44])[CH2:46]4)=[O:12])[CH:28]=[CH:29][C:22]=3[CH2:21][CH2:20]2)[CH2:18][CH2:17][CH2:16]1. (4) Given the reactants [CH3:1][O:2][C:3]([C@@H:5]1[CH2:45][C@@H:44]2[CH2:46][N:6]1[C:7](=[O:53])[C@H:8]([C:49]([CH3:52])([CH3:51])[CH3:50])[NH:9][C:10](=[O:48])[O:11][C@@H:12]1[CH2:47][C@H:13]1[CH2:14][CH2:15][CH2:16][CH2:17][CH2:18][C:19]1[C:20]([O:43]2)=[N:21][C:22]2[CH:23]=[CH:24][CH:25]=[CH:26][C:27]=2[C:28]=1[O:29][CH:30]1[CH2:35][CH2:34][N:33](C(OC(C)(C)C)=O)[CH2:32][CH2:31]1)=[O:4].[F:54][C:55]([F:60])([F:59])[C:56]([OH:58])=[O:57], predict the reaction product. The product is: [F:54][C:55]([F:60])([F:59])[C:56]([OH:58])=[O:57].[CH3:1][O:2][C:3]([C@@H:5]1[CH2:45][C@@H:44]2[CH2:46][N:6]1[C:7](=[O:53])[C@H:8]([C:49]([CH3:51])([CH3:50])[CH3:52])[NH:9][C:10](=[O:48])[O:11][C@@H:12]1[CH2:47][C@H:13]1[CH2:14][CH2:15][CH2:16][CH2:17][CH2:18][C:19]1[C:20]([O:43]2)=[N:21][C:22]2[CH:23]=[CH:24][CH:25]=[CH:26][C:27]=2[C:28]=1[O:29][CH:30]1[CH2:31][CH2:32][NH:33][CH2:34][CH2:35]1)=[O:4].